From a dataset of Forward reaction prediction with 1.9M reactions from USPTO patents (1976-2016). Predict the product of the given reaction. (1) Given the reactants [C:1]([O:5][C:6]([N:8]1[CH:12]([CH3:13])[C:11](=[O:14])[CH2:10][CH:9]1[C:15]([OH:17])=[O:16])=[O:7])([CH3:4])([CH3:3])[CH3:2].[C:18]([O-])([O-])=O.[K+].[K+].CI, predict the reaction product. The product is: [CH3:18][O:16][C:15]([CH:9]1[CH2:10][C:11](=[O:14])[CH:12]([CH3:13])[N:8]1[C:6]([O:5][C:1]([CH3:2])([CH3:3])[CH3:4])=[O:7])=[O:17]. (2) The product is: [CH2:1]([O:3][C:4]([C:6]1[C@@H:7]2[N:31]([C:40]([O:43][C:62]([CH3:64])([CH3:63])[CH3:61])=[O:42])[C@H:11]([CH2:12][C:13]=1[C:14]1[CH:19]=[CH:18][C:17]([CH2:20][CH2:21][CH2:22][OH:23])=[CH:16][CH:15]=1)[CH2:10][N:9]([C:33]([O:35][C:36]([CH3:39])([CH3:37])[CH3:38])=[O:34])[CH2:8]2)=[O:5])[CH3:2]. Given the reactants [CH2:1]([O:3][C:4]([C:6]1[C@@H:7]2[N:31](C)[C@H:11]([CH2:12][C:13]=1[C:14]1[CH:19]=[CH:18][C:17]([CH2:20][CH2:21][CH2:22][O:23][Si](C(C)(C)C)(C)C)=[CH:16][CH:15]=1)[CH2:10][N:9]([C:33]([O:35][C:36]([CH3:39])([CH3:38])[CH3:37])=[O:34])[CH2:8]2)=[O:5])[CH3:2].[C:40]([O-:43])([OH:42])=O.[Na+].ClC(OC(Cl)C)=O.CCN(C(C)C)C(C)C.[CH3:61][C:62](OC(OC(O[C:62]([CH3:64])([CH3:63])[CH3:61])=O)=O)([CH3:64])[CH3:63], predict the reaction product. (3) Given the reactants [NH:1]1[C:9]2[C:4](=[CH:5][CH:6]=[CH:7][CH:8]=2)[C:3]([CH:10]2[CH2:15][CH2:14][N:13]([C:16](=[O:18])[CH3:17])[CH2:12][CH2:11]2)=[CH:2]1.[H-].[Na+].[CH3:21]I, predict the reaction product. The product is: [CH3:21][N:1]1[C:9]2[C:4](=[CH:5][CH:6]=[CH:7][CH:8]=2)[C:3]([CH:10]2[CH2:11][CH2:12][N:13]([C:16](=[O:18])[CH3:17])[CH2:14][CH2:15]2)=[CH:2]1. (4) Given the reactants [Br:1][C:2]1[CH:8]=[CH:7][C:5]([NH2:6])=[CH:4][C:3]=1[F:9].C(O[CH:13]=[C:14]([C:20]([O:22][CH2:23][CH3:24])=[O:21])[C:15]([O:17][CH2:18][CH3:19])=[O:16])C, predict the reaction product. The product is: [Br:1][C:2]1[CH:8]=[CH:7][C:5]([NH:6][CH:13]=[C:14]([C:15]([O:17][CH2:18][CH3:19])=[O:16])[C:20]([O:22][CH2:23][CH3:24])=[O:21])=[CH:4][C:3]=1[F:9]. (5) Given the reactants C(OC([N:8]1[CH2:13][CH2:12][CH:11]([CH2:14][CH2:15][O:16][CH2:17][C:18]2[CH:19]=[N:20][CH:21]=[CH:22][CH:23]=2)[CH2:10][CH2:9]1)=O)(C)(C)C.Cl.O1CCOCC1, predict the reaction product. The product is: [N:20]1[CH:21]=[CH:22][CH:23]=[C:18]([CH2:17][O:16][CH2:15][CH2:14][CH:11]2[CH2:12][CH2:13][NH:8][CH2:9][CH2:10]2)[CH:19]=1. (6) Given the reactants [I:1]N1C(=O)CCC1=O.[CH:9]1([C:13]2[CH:22]=[CH:21][C:16]([C:17]([O:19][CH3:20])=[O:18])=[C:15]([CH3:23])[CH:14]=2)[CH2:12][CH2:11][CH2:10]1.CO, predict the reaction product. The product is: [CH:9]1([C:13]2[C:22]([I:1])=[CH:21][C:16]([C:17]([O:19][CH3:20])=[O:18])=[C:15]([CH3:23])[CH:14]=2)[CH2:10][CH2:11][CH2:12]1.